Dataset: Peptide-MHC class II binding affinity with 134,281 pairs from IEDB. Task: Regression. Given a peptide amino acid sequence and an MHC pseudo amino acid sequence, predict their binding affinity value. This is MHC class II binding data. (1) The peptide sequence is NVTSIHSLLDEGKQS. The MHC is DRB1_1101 with pseudo-sequence DRB1_1101. The binding affinity (normalized) is 0.284. (2) The peptide sequence is PQLTKNAGVLTCSLS. The MHC is DRB1_0901 with pseudo-sequence DRB1_0901. The binding affinity (normalized) is 0.434. (3) The peptide sequence is VAVGLRVVCAKY. The MHC is DRB1_0405 with pseudo-sequence DRB1_0405. The binding affinity (normalized) is 0.374. (4) The peptide sequence is YKVYYGNALDQAISM. The MHC is DRB1_0101 with pseudo-sequence DRB1_0101. The binding affinity (normalized) is 0.423. (5) The peptide sequence is DIFTNSRGKRASKGN. The MHC is DRB5_0101 with pseudo-sequence DRB5_0101. The binding affinity (normalized) is 0.380. (6) The binding affinity (normalized) is 0.120. The MHC is DRB1_1101 with pseudo-sequence DRB1_1101. The peptide sequence is ATPEAKFDSFVAAFT.